This data is from Forward reaction prediction with 1.9M reactions from USPTO patents (1976-2016). The task is: Predict the product of the given reaction. Given the reactants [Cl:1][C:2]1[CH:22]=[CH:21][C:5]([CH2:6][C:7]2[C:8](=[O:20])[NH:9][C:10]3[C:15]([C:16]=2[CH3:17])=[C:14]([OH:18])[CH:13]=[C:12]([CH3:19])[CH:11]=3)=[CH:4][CH:3]=1.C1C=CC(N([S:30]([C:33]([F:36])([F:35])[F:34])(=[O:32])=[O:31])[S:30]([C:33]([F:36])([F:35])[F:34])(=[O:32])=[O:31])=CC=1.C(=O)([O-])[O-].[K+].[K+], predict the reaction product. The product is: [Cl:1][C:2]1[CH:3]=[CH:4][C:5]([CH2:6][C:7]2[C:8](=[O:20])[NH:9][C:10]3[C:15]([C:16]=2[CH3:17])=[C:14]([O:18][S:30]([C:33]([F:36])([F:35])[F:34])(=[O:32])=[O:31])[CH:13]=[C:12]([CH3:19])[CH:11]=3)=[CH:21][CH:22]=1.